From a dataset of Full USPTO retrosynthesis dataset with 1.9M reactions from patents (1976-2016). Predict the reactants needed to synthesize the given product. (1) Given the product [F:35][C:10]1[CH:11]=[C:12]2[C:7](=[CH:8][CH:9]=1)[CH:6]=[C:5]([CH2:4][C:3]([OH:36])=[O:2])[C:14]([CH3:15])=[C:13]2[CH:16]1[CH2:21][CH2:20][N:19]([S:22]([CH2:25][C:26]2[CH:31]=[CH:30][CH:29]=[CH:28][C:27]=2[N+:32]([O-:34])=[O:33])(=[O:23])=[O:24])[CH2:18][CH2:17]1, predict the reactants needed to synthesize it. The reactants are: C[O:2][C:3](=[O:36])[CH2:4][C:5]1[C:14]([CH3:15])=[C:13]([CH:16]2[CH2:21][CH2:20][N:19]([S:22]([CH2:25][C:26]3[CH:31]=[CH:30][CH:29]=[CH:28][C:27]=3[N+:32]([O-:34])=[O:33])(=[O:24])=[O:23])[CH2:18][CH2:17]2)[C:12]2[C:7](=[CH:8][CH:9]=[C:10]([F:35])[CH:11]=2)[CH:6]=1.[OH-].[Li+]. (2) Given the product [CH2:11]1[C:15]2([CH2:20][CH2:19][CH2:18][C:17](=[O:21])[CH2:16]2)[CH2:14][CH2:13][CH2:12]1, predict the reactants needed to synthesize it. The reactants are: CS(C)=O.C(Cl)(=O)C(Cl)=O.[CH2:11]1[C:15]2([CH2:20][CH2:19][CH2:18][CH:17]([OH:21])[CH2:16]2)[CH2:14][CH2:13][CH2:12]1.[Cl-].[NH4+]. (3) Given the product [Cl:1][C:2]1[CH:3]=[CH:4][C:5]2[C:11](=[O:12])[NH:10][C:9]3[CH:13]=[CH:14][C:15]([OH:17])=[CH:16][C:8]=3[NH:7][C:6]=2[CH:20]=1, predict the reactants needed to synthesize it. The reactants are: [Cl:1][C:2]1[CH:3]=[CH:4][C:5]2[C:11](=[O:12])[NH:10][C:9]3[CH:13]=[CH:14][C:15]([O:17]CC)=[CH:16][C:8]=3[NH:7][C:6]=2[CH:20]=1.B(Br)(Br)Br. (4) Given the product [C:10]([C:14]1[CH:29]=[CH:28][CH:27]=[CH:26][C:15]=1[O:16][C:17]1[C:22]([NH:23][C:24]2[NH:8][C:7]3[CH:6]=[C:31]([CH3:32])[CH:4]=[CH:3][C:2]=3[N:1]=2)=[CH:21][CH:20]=[CH:19][N:18]=1)([CH3:13])([CH3:12])[CH3:11], predict the reactants needed to synthesize it. The reactants are: [NH2:1][C:2]1[C:7]([NH2:8])=[CH:6]C=[CH:4][C:3]=1C.[C:10]([C:14]1[CH:29]=[CH:28][CH:27]=[CH:26][C:15]=1[O:16][C:17]1[C:22]([N:23]=[C:24]=S)=[CH:21][CH:20]=[CH:19][N:18]=1)([CH3:13])([CH3:12])[CH3:11].Cl[CH2:31][CH2:32]Cl.